This data is from Full USPTO retrosynthesis dataset with 1.9M reactions from patents (1976-2016). The task is: Predict the reactants needed to synthesize the given product. (1) Given the product [CH3:43][C:21]1[NH:20][C:19]2[CH:30]=[C:15]([C:12]3[CH:13]=[CH:14][C:8]4[O:7][CH2:6][CH2:5][N:4]([C:2]([N:34]5[CH2:35][CH2:36][N:31]([C:37]6[N:38]=[CH:39][CH:40]=[CH:41][N:42]=6)[CH2:32][CH2:33]5)=[O:3])[CH2:10][C:9]=4[CH:11]=3)[CH:16]=[CH:17][C:18]=2[N:22]=1, predict the reactants needed to synthesize it. The reactants are: Cl[C:2]([N:4]1[CH2:10][C:9]2[CH:11]=[C:12]([C:15]3[CH:16]=[CH:17][C:18]4[N:22]=[CH:21][N:20](C(OC(C)(C)C)=O)[C:19]=4[CH:30]=3)[CH:13]=[CH:14][C:8]=2[O:7][CH2:6][CH2:5]1)=[O:3].[N:31]1([C:37]2[N:42]=[CH:41][CH:40]=[CH:39][N:38]=2)[CH2:36][CH2:35][NH:34][CH2:33][CH2:32]1.[CH3:43]N1C2C=CC(Cl)=CC=2C(C2C=CC=CC=2)=NCC1=O. (2) Given the product [CH3:28][C:25]1[CH:26]=[CH:27][C:22]([NH:18][C:17]2[CH:16]=[CH:15][C:14]([O:13][C:8]3[C:7]([CH:4]4[CH2:3][CH2:2][O:1][CH2:6][CH2:5]4)=[CH:12][CH:11]=[CH:10][N:9]=3)=[CH:20][CH:19]=2)=[N:23][CH:24]=1, predict the reactants needed to synthesize it. The reactants are: [O:1]1[CH2:6][CH2:5][CH:4]([C:7]2[C:8]([O:13][C:14]3[CH:20]=[CH:19][C:17]([NH2:18])=[CH:16][CH:15]=3)=[N:9][CH:10]=[CH:11][CH:12]=2)[CH2:3][CH2:2]1.Br[C:22]1[CH:27]=[CH:26][C:25]([CH3:28])=[CH:24][N:23]=1.CC(C)([O-])C.[Na+].